Task: Predict the reactants needed to synthesize the given product.. Dataset: Full USPTO retrosynthesis dataset with 1.9M reactions from patents (1976-2016) (1) The reactants are: [CH2:1]([NH2:4])[CH:2]=[CH2:3].[C:5]([N:12]([CH2:14][C:15](O)=[O:16])[CH3:13])([O:7][C:8]([CH3:11])([CH3:10])[CH3:9])=[O:6].C(=O)(O)[O-].[Na+].O. Given the product [C:8]([O:7][C:5](=[O:6])[N:12]([CH2:14][C:15](=[O:16])[NH:4][CH2:1][CH:2]=[CH2:3])[CH3:13])([CH3:11])([CH3:9])[CH3:10], predict the reactants needed to synthesize it. (2) The reactants are: SCCC[Si](OCC)(OCC)OCC.[N+:15]([C:18]1[CH:19]=[CH:20][C:21]([S:24][S:24][C:21]2[CH:20]=[CH:19][C:18]([N+:15]([O-:17])=[O:16])=[CH:23][N:22]=2)=[N:22][CH:23]=1)([O-:17])=[O:16].C(N(CC)CC)C. Given the product [N+:15]([C:18]1[CH:19]=[CH:20][C:21](=[S:24])[NH:22][CH:23]=1)([O-:17])=[O:16], predict the reactants needed to synthesize it. (3) Given the product [F:1][C:2]1[CH:7]=[C:6]([F:8])[CH:5]=[CH:4][C:3]=1[CH2:9][CH2:10][CH2:11][OH:12], predict the reactants needed to synthesize it. The reactants are: [F:1][C:2]1[CH:7]=[C:6]([F:8])[CH:5]=[CH:4][C:3]=1[C:9]#[C:10][CH2:11][OH:12].